From a dataset of Reaction yield outcomes from USPTO patents with 853,638 reactions. Predict the reaction yield, written as a fraction of the theoretical maximum amount of product (1.0 means a 100% yield; for example, 0.34 means a 34% yield). (1) The reactants are [CH2:1]([C:8]1[CH:34]=[CH:33][C:11]([CH2:12][N:13]([C:22]2[CH:23]=[CH:24][C:25]([OH:32])=[C:26]([CH:31]=2)[C:27]([O:29]C)=[O:28])[C:14](=[O:21])[C:15]2[CH:20]=[CH:19][CH:18]=[CH:17][CH:16]=2)=[CH:10][CH:9]=1)[CH2:2][CH2:3][CH2:4][CH2:5][CH2:6][CH3:7]. The catalyst is C1COCC1.[OH-].[Na+]. The product is [CH2:1]([C:8]1[CH:9]=[CH:10][C:11]([CH2:12][N:13]([C:22]2[CH:23]=[CH:24][C:25]([OH:32])=[C:26]([CH:31]=2)[C:27]([OH:29])=[O:28])[C:14](=[O:21])[C:15]2[CH:20]=[CH:19][CH:18]=[CH:17][CH:16]=2)=[CH:33][CH:34]=1)[CH2:2][CH2:3][CH2:4][CH2:5][CH2:6][CH3:7]. The yield is 0.890. (2) The reactants are [OH:1][S:2]([OH:5])(=[O:4])=[O:3].[CH3:6][N:7]([C:10]1[N:15]=[C:14]([NH:16][CH2:17][CH2:18][CH3:19])[N:13]=[C:12]([NH:20][CH2:21][CH2:22][CH3:23])[N:11]=1)[NH:8][CH3:9]. The yield is 1.00. The product is [S:2]([OH:5])([OH:4])(=[O:3])=[O:1].[CH2:17]([NH:16][C:14]1[N:13]=[C:12]([NH:20][CH2:21][CH2:22][CH3:23])[N:11]=[C:10]([N:7]([CH3:6])[NH:8][CH3:9])[N:15]=1)[CH2:18][CH3:19]. The catalyst is O1CCOCC1. (3) The reactants are [NH2:1][CH:2]1[CH2:7][CH2:6][N:5]([CH2:8][CH2:9][N:10]2[C:19]3[C:14](=[CH:15][CH:16]=[C:17]([O:20][CH3:21])[CH:18]=3)[N:13]=[CH:12][C:11]2=[O:22])[CH2:4][CH:3]1[OH:23].[O:24]=[C:25]1[CH2:30][O:29][C:28]2[CH:31]=[CH:32][C:33]([CH:35]=O)=[N:34][C:27]=2[NH:26]1.C(O[BH-](OC(=O)C)OC(=O)C)(=O)C.[Na+]. No catalyst specified. The product is [OH:23][CH:3]1[CH:2]([NH:1][CH2:35][C:33]2[CH:32]=[CH:31][C:28]3[O:29][CH2:30][C:25](=[O:24])[NH:26][C:27]=3[N:34]=2)[CH2:7][CH2:6][N:5]([CH2:8][CH2:9][N:10]2[C:19]3[C:14](=[CH:15][CH:16]=[C:17]([O:20][CH3:21])[CH:18]=3)[N:13]=[CH:12][C:11]2=[O:22])[CH2:4]1. The yield is 0.680. (4) The reactants are [CH3:1][O:2][C:3]([C:5]1[CH:6]=[N:7][N:8]([CH2:10][C:11]([OH:13])=O)[CH:9]=1)=[O:4].S(Cl)(Cl)=O.[NH2:18][C:19]1[CH:24]=[C:23]([Cl:25])[C:22]([C:26]2[CH:31]=[CH:30][C:29]([N:32]3[CH2:37][CH2:36][CH2:35][CH2:34][CH2:33]3)=[CH:28][CH:27]=2)=[CH:21][C:20]=1[C:38]([O:40][CH3:41])=[O:39]. The catalyst is C1(C)C=CC=CC=1.ClCCl. The product is [Cl:25][C:23]1[CH:24]=[C:19]([NH:18][C:11](=[O:13])[CH2:10][N:8]2[CH:9]=[C:5]([C:3]([O:2][CH3:1])=[O:4])[CH:6]=[N:7]2)[C:20]([C:38]([O:40][CH3:41])=[O:39])=[CH:21][C:22]=1[C:26]1[CH:27]=[CH:28][C:29]([N:32]2[CH2:37][CH2:36][CH2:35][CH2:34][CH2:33]2)=[CH:30][CH:31]=1. The yield is 0.970. (5) The yield is 0.460. The reactants are C(NC(C)C)(C)C.C([Li])CCC.[CH3:13][O:14][C:15]([N:17]1[CH2:22][CH2:21][C:20](=[O:23])[N:19]([CH3:24])[C@@H:18]1[C:25]([CH3:28])([CH3:27])[CH3:26])=[O:16].[F:29][C:30]1[CH:35]=[C:34]([F:36])[CH:33]=[CH:32][C:31]=1[CH2:37][C@@H:38]([CH2:41]I)[CH2:39][CH3:40]. The product is [CH3:13][O:14][C:15]([N:17]1[CH2:22][CH:21]([CH2:41][CH:38]([CH2:37][C:31]2[CH:32]=[CH:33][C:34]([F:36])=[CH:35][C:30]=2[F:29])[CH2:39][CH3:40])[C:20](=[O:23])[N:19]([CH3:24])[CH:18]1[C:25]([CH3:28])([CH3:27])[CH3:26])=[O:16]. The catalyst is C1COCC1. (6) The reactants are [Br:1][C:2]1[CH:9]=[CH:8][C:5]([C:6]#[N:7])=[C:4]([F:10])[CH:3]=1.C(O)(C(F)(F)F)=[O:12].S(=O)(=O)(O)O. No catalyst specified. The product is [Br:1][C:2]1[CH:9]=[CH:8][C:5]([C:6]([NH2:7])=[O:12])=[C:4]([F:10])[CH:3]=1. The yield is 0.870. (7) The reactants are BrC1C=CC(O)=C(C2C=[CH:16][C:15]3[C:10](=[CH:11][CH:12]=[C:13]([C:18]4[N:22]([CH:23]5[CH2:28][CH2:27][CH2:26][CH2:25][CH2:24]5)[C:21]5[CH:29]=[CH:30][C:31]([C:33]([OH:35])=[O:34])=[CH:32][C:20]=5[N:19]=4)[CH:14]=3)[N:9]=2)C=1.[CH3:37][O:38][C:39]1[CH:40]=[C:41]([C:47](=O)[CH3:48])[CH:42]=[C:43]([O:45][CH3:46])[CH:44]=1.[OH-].[K+]. The catalyst is C(O)C. The product is [CH:23]1([N:22]2[C:21]3[CH:29]=[CH:30][C:31]([C:33]([OH:35])=[O:34])=[CH:32][C:20]=3[N:19]=[C:18]2[C:13]2[CH:14]=[C:15]3[C:10](=[CH:11][CH:12]=2)[N:9]=[C:47]([C:41]2[CH:40]=[C:39]([O:38][CH3:37])[CH:44]=[C:43]([O:45][CH3:46])[CH:42]=2)[CH:48]=[CH:16]3)[CH2:24][CH2:25][CH2:26][CH2:27][CH2:28]1. The yield is 0.350.